This data is from Forward reaction prediction with 1.9M reactions from USPTO patents (1976-2016). The task is: Predict the product of the given reaction. (1) Given the reactants [N:1]1[CH:6]=[CH:5][C:4]([N:7]2[CH2:12][CH2:11][CH:10]([C:13]([OH:15])=[O:14])[CH2:9][CH2:8]2)=[CH:3][CH:2]=1.O[CH2:17][C:18]1[CH:19]=[C:20]2[C:24](=[CH:25][CH:26]=1)[CH2:23][N:22]([C:27]([O:29][C:30]([CH3:33])([CH3:32])[CH3:31])=[O:28])[CH2:21]2, predict the reaction product. The product is: [N:1]1[CH:2]=[CH:3][C:4]([N:7]2[CH2:12][CH2:11][CH:10]([C:13]([O:15][CH2:17][C:18]3[CH:19]=[C:20]4[C:24](=[CH:25][CH:26]=3)[CH2:23][N:22]([C:27]([O:29][C:30]([CH3:33])([CH3:32])[CH3:31])=[O:28])[CH2:21]4)=[O:14])[CH2:9][CH2:8]2)=[CH:5][CH:6]=1. (2) Given the reactants [Cl:1][C:2]1[CH:3]=[C:4]([C:12]2[O:16][N:15]=[C:14]([C:17]3[CH:26]=[CH:25][CH:24]=[C:23]4[C:18]=3[CH:19]=[CH:20][N:21]=[C:22]4[NH:27][CH2:28][CH2:29][C:30]([O:32]C(C)(C)C)=[O:31])[N:13]=2)[CH:5]=[CH:6][C:7]=1[O:8][CH:9]([CH3:11])[CH3:10].Cl, predict the reaction product. The product is: [ClH:1].[Cl:1][C:2]1[CH:3]=[C:4]([C:12]2[O:16][N:15]=[C:14]([C:17]3[CH:26]=[CH:25][CH:24]=[C:23]4[C:18]=3[CH:19]=[CH:20][N:21]=[C:22]4[NH:27][CH2:28][CH2:29][C:30]([OH:32])=[O:31])[N:13]=2)[CH:5]=[CH:6][C:7]=1[O:8][CH:9]([CH3:11])[CH3:10]. (3) Given the reactants F[C:2]1[CH:18]=[C:17]([N+:19]([O-:21])=[O:20])[CH:16]=[CH:15][C:3]=1[N:4]([CH2:10][C:11]([F:14])([F:13])[F:12])[C@H:5]([CH2:8][CH3:9])[CH2:6][OH:7].[H-].[Na+].CO, predict the reaction product. The product is: [CH2:8]([C@H:5]1[N:4]([CH2:10][C:11]([F:14])([F:13])[F:12])[C:3]2[CH:15]=[CH:16][C:17]([N+:19]([O-:21])=[O:20])=[CH:18][C:2]=2[O:7][CH2:6]1)[CH3:9]. (4) Given the reactants Cl.C[O:3][C:4]1(OC)[C:12]2[C:7](=[CH:8][CH:9]=[C:10]([S:13][CH2:14][CH2:15][C:16]3[CH:26]=[CH:25][C:19]([C:20]([O:22][CH2:23][CH3:24])=[O:21])=[CH:18][CH:17]=3)[CH:11]=2)[N:6]([CH2:27][CH2:28][CH2:29][CH2:30][CH3:31])[C:5]1=[O:32].O.C(OCC)(=O)C, predict the reaction product. The product is: [O:32]=[C:5]1[C:4](=[O:3])[C:12]2[C:7](=[CH:8][CH:9]=[C:10]([S:13][CH2:14][CH2:15][C:16]3[CH:26]=[CH:25][C:19]([C:20]([O:22][CH2:23][CH3:24])=[O:21])=[CH:18][CH:17]=3)[CH:11]=2)[N:6]1[CH2:27][CH2:28][CH2:29][CH2:30][CH3:31]. (5) The product is: [Si:1]([O:18][CH2:19][C:20]1[C:21]([N:35]2[CH2:40][C@H:39]([CH3:41])[O:38][C@H:37]([CH3:42])[CH2:36]2)=[C:22]([F:34])[C:23]2[O:27][N:26]=[C:25]([C:28]([NH:47][CH2:46][CH:43]3[CH2:45][CH2:44]3)=[O:29])[C:24]=2[CH:33]=1)([C:14]([CH3:17])([CH3:15])[CH3:16])([C:8]1[CH:13]=[CH:12][CH:11]=[CH:10][CH:9]=1)[C:2]1[CH:7]=[CH:6][CH:5]=[CH:4][CH:3]=1. Given the reactants [Si:1]([O:18][CH2:19][C:20]1[C:21]([N:35]2[CH2:40][C@H:39]([CH3:41])[O:38][C@H:37]([CH3:42])[CH2:36]2)=[C:22]([F:34])[C:23]2[O:27][N:26]=[C:25]([C:28](OCC)=[O:29])[C:24]=2[CH:33]=1)([C:14]([CH3:17])([CH3:16])[CH3:15])([C:8]1[CH:13]=[CH:12][CH:11]=[CH:10][CH:9]=1)[C:2]1[CH:7]=[CH:6][CH:5]=[CH:4][CH:3]=1.[CH:43]1([CH2:46][NH2:47])[CH2:45][CH2:44]1, predict the reaction product.